Dataset: Forward reaction prediction with 1.9M reactions from USPTO patents (1976-2016). Task: Predict the product of the given reaction. Given the reactants [F:1][C:2]1[CH:3]=[N:4][C:5]([O:11][CH2:12][CH2:13][O:14][CH3:15])=[C:6]([CH:10]=1)[C:7]([OH:9])=O.CN(C(ON1N=NC2C=CC=CC1=2)=[N+](C)C)C.F[P-](F)(F)(F)(F)F.Cl.[NH2:41][CH:42]1[C:48](=[O:49])[NH:47][C:46]2[CH:50]=[CH:51][CH:52]=[CH:53][C:45]=2[C:44]([C:54]2[C:59]([Cl:60])=[CH:58][C:57]([Cl:61])=[CH:56][C:55]=2[Cl:62])=[N:43]1, predict the reaction product. The product is: [F:1][C:2]1[CH:3]=[N:4][C:5]([O:11][CH2:12][CH2:13][O:14][CH3:15])=[C:6]([CH:10]=1)[C:7]([NH:41][CH:42]1[C:48](=[O:49])[NH:47][C:46]2[CH:50]=[CH:51][CH:52]=[CH:53][C:45]=2[C:44]([C:54]2[C:55]([Cl:62])=[CH:56][C:57]([Cl:61])=[CH:58][C:59]=2[Cl:60])=[N:43]1)=[O:9].